This data is from Full USPTO retrosynthesis dataset with 1.9M reactions from patents (1976-2016). The task is: Predict the reactants needed to synthesize the given product. Given the product [C:28]1([S:34]([OH:37])(=[O:36])=[O:35])[CH:33]=[CH:32][CH:31]=[CH:30][CH:29]=1.[CH2:1]([O:3][C:4]([C:6]12[CH2:13][CH2:12][C:9]([NH:14][CH2:15][C:16]([N:18]3[CH2:22][C@@H:21]([F:23])[CH2:20][C@H:19]3[C:24]([NH2:26])=[O:25])=[O:17])([CH2:10][CH2:11]1)[CH2:8][CH2:7]2)=[O:5])[CH3:2], predict the reactants needed to synthesize it. The reactants are: [CH2:1]([O:3][C:4]([C:6]12[CH2:13][CH2:12][C:9]([NH:14][CH2:15][C:16]([N:18]3[CH2:22][C@@H:21]([F:23])[CH2:20][C@H:19]3[C:24]([NH2:26])=[O:25])=[O:17])([CH2:10][CH2:11]1)[CH2:8][CH2:7]2)=[O:5])[CH3:2].O.[C:28]1([S:34]([OH:37])(=[O:36])=[O:35])[CH:33]=[CH:32][CH:31]=[CH:30][CH:29]=1.